This data is from Catalyst prediction with 721,799 reactions and 888 catalyst types from USPTO. The task is: Predict which catalyst facilitates the given reaction. (1) Reactant: [O:1]1[C:10]2[C:5](=[CH:6][CH:7]=[CH:8][CH:9]=2)[C:4]([C:11]2[CH:32]=[CH:31][C:14]([C:15]([NH:17][C@@H:18]3[CH2:26][C@:21]4([O:25][CH2:24][CH2:23][CH2:22]4)[CH2:20][C@@H:19]3[C:27]([O:29][CH3:30])=[O:28])=[O:16])=[CH:13][CH:12]=2)=[CH:3][CH2:2]1. Product: [O:1]1[C:10]2[C:5](=[CH:6][CH:7]=[CH:8][CH:9]=2)[CH:4]([C:11]2[CH:12]=[CH:13][C:14]([C:15]([NH:17][C@@H:18]3[CH2:26][C@:21]4([O:25][CH2:24][CH2:23][CH2:22]4)[CH2:20][C@@H:19]3[C:27]([O:29][CH3:30])=[O:28])=[O:16])=[CH:31][CH:32]=2)[CH2:3][CH2:2]1. The catalyst class is: 5. (2) Reactant: [Br:1]N1C(=O)CCC1=O.[F:9][C:10]1[CH:15]=[CH:14][C:13]([C:16]2[N:17]([Si:27]([CH:34]([CH3:36])[CH3:35])([CH:31]([CH3:33])[CH3:32])[CH:28]([CH3:30])[CH3:29])[CH:18]=[CH:19][C:20]=2[C:21]2[CH:26]=[CH:25][N:24]=[CH:23][CH:22]=2)=[CH:12][CH:11]=1. Product: [Br:1][C:19]1[C:20]([C:21]2[CH:26]=[CH:25][N:24]=[CH:23][CH:22]=2)=[C:16]([C:13]2[CH:12]=[CH:11][C:10]([F:9])=[CH:15][CH:14]=2)[N:17]([Si:27]([CH:31]([CH3:33])[CH3:32])([CH:34]([CH3:36])[CH3:35])[CH:28]([CH3:29])[CH3:30])[CH:18]=1. The catalyst class is: 7. (3) Reactant: [N+:1]([C:4]1[CH:15]=[CH:14][CH:13]=[CH:12][C:5]=1[O:6][CH:7]1[CH2:11][CH2:10][O:9][CH2:8]1)([O-])=O. Product: [O:9]1[CH2:10][CH2:11][CH:7]([O:6][C:5]2[CH:12]=[CH:13][CH:14]=[CH:15][C:4]=2[NH2:1])[CH2:8]1. The catalyst class is: 8. (4) Reactant: [Na].C(OC=[C:6]([C:9]#[N:10])[C:7]#[N:8])C.Cl.[NH2:12][CH2:13][CH:14]([C:20]([O:22][CH2:23][CH3:24])=[O:21])C(OCC)=O. Product: [NH2:12][C:13]1[C:6]([C:9]#[N:10])=[CH:7][NH:8][C:14]=1[C:20]([O:22][CH2:23][CH3:24])=[O:21]. The catalyst class is: 8. (5) Reactant: C(OC([N:11]1[CH2:15][CH:14]([C:16]([CH3:18])=[CH2:17])[C@H:13]([NH:19][C:20]([O:22][C:23]([CH3:26])([CH3:25])[CH3:24])=[O:21])[CH2:12]1)=O)C1C=CC=CC=1.[H][H]. Product: [C:23]([O:22][C:20]([NH:19][C@H:13]1[CH:14]([CH:16]([CH3:18])[CH3:17])[CH2:15][NH:11][CH2:12]1)=[O:21])([CH3:26])([CH3:25])[CH3:24]. The catalyst class is: 352. (6) Reactant: [OH-].[Li+].C[O:4][C:5]([CH2:7][N:8]([C:26](=[O:35])/[CH:27]=[CH:28]/[C:29]1[CH:34]=[CH:33][CH:32]=[CH:31][CH:30]=1)[C:9]1[CH:14]=[CH:13][C:12]([O:15]C(=O)/C=C/C2C=CC=CC=2)=[CH:11][CH:10]=1)=[O:6].Cl. Product: [OH:15][C:12]1[CH:13]=[CH:14][C:9]([N:8]([CH2:7][C:5]([OH:6])=[O:4])[C:26](=[O:35])/[CH:27]=[CH:28]/[C:29]2[CH:34]=[CH:33][CH:32]=[CH:31][CH:30]=2)=[CH:10][CH:11]=1. The catalyst class is: 776. (7) Reactant: [CH3:1][N:2]1[CH2:7][CH2:6][NH:5][CH2:4][CH2:3]1.[Cl:8][C:9]1[CH:10]=[C:11]([CH:14]=[CH:15][C:16]=1[N+:17]([O-:19])=[O:18])[CH:12]=O.C(O)(=O)C.C(O[BH-](OC(=O)C)OC(=O)C)(=O)C.[Na+]. Product: [Cl:8][C:9]1[CH:10]=[C:11]([CH2:12][N:5]2[CH2:6][CH2:7][N:2]([CH3:1])[CH2:3][CH2:4]2)[CH:14]=[CH:15][C:16]=1[N+:17]([O-:19])=[O:18]. The catalyst class is: 11. (8) Product: [CH:1]1([C@@H:7]([NH:9][C:10]([C:12]2[C:21]3[C:16](=[CH:17][CH:18]=[CH:19][CH:20]=3)[N:15]=[C:14]([C:22]3[CH:23]=[CH:24][CH:25]=[CH:26][CH:27]=3)[C:13]=2[CH2:28][N:29]2[CH2:34][CH2:33][N:32]([C:35](=[O:38])[CH2:36][CH2:37][N:39]3[CH2:43][CH2:42][CH2:41][CH2:40]3)[CH2:31][CH2:30]2)=[O:11])[CH3:8])[CH2:6][CH2:5][CH2:4][CH2:3][CH2:2]1. Reactant: [CH:1]1([C@@H:7]([NH:9][C:10]([C:12]2[C:21]3[C:16](=[CH:17][CH:18]=[CH:19][CH:20]=3)[N:15]=[C:14]([C:22]3[CH:27]=[CH:26][CH:25]=[CH:24][CH:23]=3)[C:13]=2[CH2:28][N:29]2[CH2:34][CH2:33][N:32]([C:35](=[O:38])[CH:36]=[CH2:37])[CH2:31][CH2:30]2)=[O:11])[CH3:8])[CH2:6][CH2:5][CH2:4][CH2:3][CH2:2]1.[NH:39]1[CH2:43][CH2:42][CH2:41][CH2:40]1.C(OC(C)C)(C)C. The catalyst class is: 2. (9) Reactant: [F:1][C:2]([F:32])([F:31])[C:3]1[CH:4]=[C:5]([NH:9][C:10]([N:12]2[CH2:18][CH2:17][CH2:16][CH2:15][C:14]3[CH:19]=[C:20]([O:23][C:24]4[CH:29]=[C:28](Cl)[N:27]=[CH:26][N:25]=4)[CH:21]=[CH:22][C:13]2=3)=[O:11])[CH:6]=[CH:7][CH:8]=1.[CH3:33][NH2:34]. Product: [F:1][C:2]([F:32])([F:31])[C:3]1[CH:4]=[C:5]([NH:9][C:10]([N:12]2[CH2:18][CH2:17][CH2:16][CH2:15][C:14]3[CH:19]=[C:20]([O:23][C:24]4[CH:29]=[C:28]([NH:34][CH3:33])[N:27]=[CH:26][N:25]=4)[CH:21]=[CH:22][C:13]2=3)=[O:11])[CH:6]=[CH:7][CH:8]=1. The catalyst class is: 1.